Task: Predict which catalyst facilitates the given reaction.. Dataset: Catalyst prediction with 721,799 reactions and 888 catalyst types from USPTO Reactant: [C:1]([C:3]1[CH:12]=[C:11]2[C:6]([N:7]=[C:8]([N:16]3[CH2:21][CH2:20][N:19](C(OC(C)(C)C)=O)[CH2:18][CH2:17]3)[C:9]3[N:10]2[N:13]=[N:14][N:15]=3)=[CH:5][CH:4]=1)#[N:2].[F:29][C:30]([F:35])([F:34])[C:31]([OH:33])=[O:32].CO. Product: [F:29][C:30]([F:35])([F:34])[C:31]([OH:33])=[O:32].[N:16]1([CH:8]2[NH:7][C:6]3[C:11](=[CH:12][C:3]([C:1]#[N:2])=[CH:4][CH:5]=3)[N:10]3[N:13]=[N:14][N:15]=[C:9]23)[CH2:17][CH2:18][NH:19][CH2:20][CH2:21]1. The catalyst class is: 2.